This data is from Forward reaction prediction with 1.9M reactions from USPTO patents (1976-2016). The task is: Predict the product of the given reaction. (1) Given the reactants I[C:2]1[O:3][C:4]([C:7]2[N:12]=[C:11]([NH:13][C:14]3[CH:19]=[C:18]([CH3:20])[CH:17]=[CH:16][N:15]=3)[CH:10]=[CH:9][CH:8]=2)=[CH:5][N:6]=1.[O:21]1[C:25]2[CH:26]=[CH:27][CH:28]=[CH:29][C:24]=2[N:23]=[CH:22]1.O(C(C)(C)C)[Li].O, predict the reaction product. The product is: [O:21]1[C:25]2[CH:26]=[CH:27][CH:28]=[CH:29][C:24]=2[N:23]=[C:22]1[C:2]1[O:3][C:4]([C:7]2[N:12]=[C:11]([NH:13][C:14]3[CH:19]=[C:18]([CH3:20])[CH:17]=[CH:16][N:15]=3)[CH:10]=[CH:9][CH:8]=2)=[CH:5][N:6]=1. (2) Given the reactants Cl[C:2]1[N:10]=[CH:9][C:8]([F:11])=[CH:7][C:3]=1[C:4]([OH:6])=[O:5].[CH3:12][O:13][CH2:14][CH2:15][OH:16].[H-].[Na+], predict the reaction product. The product is: [F:11][C:8]1[CH:9]=[N:10][C:2]([O:16][CH2:15][CH2:14][O:13][CH3:12])=[C:3]([CH:7]=1)[C:4]([OH:6])=[O:5]. (3) Given the reactants [F:1][C:2]1([F:29])[CH2:7][CH2:6][N:5]([C:8]([C:10]2[NH:11][C:12]3[C:17]([CH:18]=2)=[CH:16][C:15]([O:19][CH:20]2[CH2:25][CH2:24][N:23]([CH:26]([CH3:28])[CH3:27])[CH2:22][CH2:21]2)=[CH:14][CH:13]=3)=[O:9])[CH2:4][CH2:3]1.[C:30]([C:32]1[CH:33]=[C:34](B(O)O)[CH:35]=[CH:36][CH:37]=1)#[N:31], predict the reaction product. The product is: [F:29][C:2]1([F:1])[CH2:7][CH2:6][N:5]([C:8]([C:10]2[N:11]([C:36]3[CH:37]=[C:32]([CH:33]=[CH:34][CH:35]=3)[C:30]#[N:31])[C:12]3[C:17]([CH:18]=2)=[CH:16][C:15]([O:19][CH:20]2[CH2:25][CH2:24][N:23]([CH:26]([CH3:27])[CH3:28])[CH2:22][CH2:21]2)=[CH:14][CH:13]=3)=[O:9])[CH2:4][CH2:3]1. (4) The product is: [C:1]([O:5][C:6]([NH:8][CH2:9][C:10]1[C:15]([Cl:53])=[CH:14][CH:13]=[C:12]2[N:16]([C:31]3[C:32]4[C@H:39]([CH3:40])[CH2:38][C@@H:37]([O:41][C:42](=[O:52])[C:43]5[CH:44]=[CH:45][C:46]([N+:49]([O-:51])=[O:50])=[CH:47][CH:48]=5)[C:33]=4[N:34]=[CH:35][N:36]=3)[CH2:17][C:18]3([CH2:19][CH2:20][N:21]([C:24]([O:26][C:27]([CH3:30])([CH3:28])[CH3:29])=[O:25])[CH2:22][CH2:23]3)[C:11]=12)=[O:7])([CH3:2])([CH3:3])[CH3:4]. Given the reactants [C:1]([O:5][C:6]([NH:8][CH2:9][C:10]1[CH:15]=[CH:14][CH:13]=[C:12]2[N:16]([C:31]3[C:32]4[C@H:39]([CH3:40])[CH2:38][C@@H:37]([O:41][C:42](=[O:52])[C:43]5[CH:48]=[CH:47][C:46]([N+:49]([O-:51])=[O:50])=[CH:45][CH:44]=5)[C:33]=4[N:34]=[CH:35][N:36]=3)[CH2:17][C:18]3([CH2:23][CH2:22][N:21]([C:24]([O:26][C:27]([CH3:30])([CH3:29])[CH3:28])=[O:25])[CH2:20][CH2:19]3)[C:11]=12)=[O:7])([CH3:4])([CH3:3])[CH3:2].[Cl:53]N1C(=O)CCC1=O, predict the reaction product. (5) Given the reactants [CH3:1][O:2][C:3]([C:5]1[CH:13]2[C:8](N3CCOCC3)([C:9](=[O:21])[N:10]([C:14]3[CH:19]=[CH:18][C:17]([I:20])=[CH:16][CH:15]=3)[CH2:11][CH2:12]2)[N:7]([C:28]2[CH:33]=[CH:32][C:31]([Cl:34])=[CH:30][CH:29]=2)[N:6]=1)=[O:4].FC(F)(F)C(O)=O, predict the reaction product. The product is: [CH3:1][O:2][C:3]([C:5]1[C:13]2[CH2:12][CH2:11][N:10]([C:14]3[CH:15]=[CH:16][C:17]([I:20])=[CH:18][CH:19]=3)[C:9](=[O:21])[C:8]=2[N:7]([C:28]2[CH:33]=[CH:32][C:31]([Cl:34])=[CH:30][CH:29]=2)[N:6]=1)=[O:4]. (6) Given the reactants O[CH2:2][CH2:3][O:4][C:5]1[CH:6]=[CH:7][C:8]([C:21]2[NH:30][C:29](=[O:31])[C:28]3[C:23](=[CH:24][C:25]([O:34][CH3:35])=[CH:26][C:27]=3[O:32][CH3:33])[N:22]=2)=[N:9][C:10]=1[C:11]1[CH:16]=[CH:15][CH:14]=[C:13]([S:17]([CH3:20])(=[O:19])=[O:18])[CH:12]=1.P(Br)(Br)[Br:37], predict the reaction product. The product is: [Br:37][CH2:2][CH2:3][O:4][C:5]1[CH:6]=[CH:7][C:8]([C:21]2[NH:30][C:29](=[O:31])[C:28]3[C:23](=[CH:24][C:25]([O:34][CH3:35])=[CH:26][C:27]=3[O:32][CH3:33])[N:22]=2)=[N:9][C:10]=1[C:11]1[CH:16]=[CH:15][CH:14]=[C:13]([S:17]([CH3:20])(=[O:19])=[O:18])[CH:12]=1. (7) The product is: [Br:24][C:7]1[CH:6]=[C:5]([CH2:4][C:3]([OH:2])=[O:25])[CH:10]=[C:9]([Br:11])[C:8]=1[O:12][C:13]1[CH:14]=[C:15]([CH:21]([CH3:23])[CH3:22])[C:16]([O:19][CH3:20])=[CH:17][C:18]=1[C:30](=[O:31])[C:29]1[CH:33]=[CH:34][CH:35]=[C:27]([I:26])[CH:28]=1. Given the reactants C[O:2][C:3](=[O:25])[CH2:4][C:5]1[CH:10]=[C:9]([Br:11])[C:8]([O:12][C:13]2[CH:18]=[CH:17][C:16]([O:19][CH3:20])=[C:15]([CH:21]([CH3:23])[CH3:22])[CH:14]=2)=[C:7]([Br:24])[CH:6]=1.[I:26][C:27]1[CH:28]=[C:29]([CH:33]=[CH:34][CH:35]=1)[C:30](Cl)=[O:31], predict the reaction product.